Dataset: Full USPTO retrosynthesis dataset with 1.9M reactions from patents (1976-2016). Task: Predict the reactants needed to synthesize the given product. Given the product [OH:27][CH:25]([C:17]1([C:19]([O:21][CH3:22])=[O:20])[CH2:16][C:15]([O:14][CH3:13])([O:23][CH3:24])[CH2:18]1)[CH3:26], predict the reactants needed to synthesize it. The reactants are: C(NC(C)C)(C)C.[Li]CCCC.[CH3:13][O:14][C:15]1([O:23][CH3:24])[CH2:18][CH:17]([C:19]([O:21][CH3:22])=[O:20])[CH2:16]1.[CH:25](=[O:27])[CH3:26].